This data is from Catalyst prediction with 721,799 reactions and 888 catalyst types from USPTO. The task is: Predict which catalyst facilitates the given reaction. (1) Reactant: [Br:1][C:2]1[CH:3]=[CH:4][C:5]([CH:8]=O)=[N:6][CH:7]=1.[NH2:10][OH:11].Cl.C([O-])([O-])=O.[Na+].[Na+]. Product: [Br:1][C:2]1[CH:3]=[CH:4][C:5]([CH:8]=[N:10][OH:11])=[N:6][CH:7]=1. The catalyst class is: 24. (2) Reactant: [CH:1]([Si:4]([CH:9]([CH3:11])[CH3:10])([CH:6]([CH3:8])[CH3:7])[SH:5])([CH3:3])[CH3:2].C1(C)C=CC=CC=1.[H-].[Na+].[CH3:21][C:22]1[C:27](Br)=[CH:26][CH:25]=[CH:24][C:23]=1[N:29]1[C:33](=[O:34])[N:32]([CH3:35])[N:31]=[N:30]1. Product: [CH3:21][C:22]1[C:27]([S:5][Si:4]([CH:1]([CH3:3])[CH3:2])([CH:6]([CH3:8])[CH3:7])[CH:9]([CH3:11])[CH3:10])=[CH:26][CH:25]=[CH:24][C:23]=1[N:29]1[C:33](=[O:34])[N:32]([CH3:35])[N:31]=[N:30]1. The catalyst class is: 6.